Task: Regression/Classification. Given a drug SMILES string, predict its toxicity properties. Task type varies by dataset: regression for continuous values (e.g., LD50, hERG inhibition percentage) or binary classification for toxic/non-toxic outcomes (e.g., AMES mutagenicity, cardiotoxicity, hepatotoxicity). Dataset: herg_karim.. Dataset: hERG potassium channel inhibition data for cardiac toxicity prediction from Karim et al. The drug is CCCCCCCc1cccc(CCCCCCC)[n+]1C. The result is 1 (blocker).